Dataset: Experimental lipophilicity measurements (octanol/water distribution) for 4,200 compounds from AstraZeneca. Task: Regression/Classification. Given a drug SMILES string, predict its absorption, distribution, metabolism, or excretion properties. Task type varies by dataset: regression for continuous measurements (e.g., permeability, clearance, half-life) or binary classification for categorical outcomes (e.g., BBB penetration, CYP inhibition). For this dataset (lipophilicity_astrazeneca), we predict Y. (1) The compound is Cc1ccc2[nH]c(C(=O)N3CCN(C)CC3)cc2c1. The Y is 2.22 logD. (2) The drug is O=C(NCc1ccccn1)c1ccc(Oc2ccccc2)cc1. The Y is 2.70 logD. (3) The drug is Cc1cn([C@H]2CCCN(Cc3ccc(C(=O)O)c(Oc4cccc(F)c4)c3)C2)c(=O)[nH]c1=O. The Y is -1.03 logD. (4) The drug is O=C1CCCc2nc(C#Cc3ccccc3)ccc21. The Y is 3.53 logD. (5) The molecule is CN1CCN([C@H]2C[C@@H](c3nc(-c4ccc5ccc(-c6ccccc6)nc5c4)c4c(N)nccn43)C2)CC1. The Y is 3.20 logD. (6) The compound is O=C(O)c1cc(-c2ccc(F)cc2F)ccc1O. The Y is 0.590 logD.